Regression. Given two drug SMILES strings and cell line genomic features, predict the synergy score measuring deviation from expected non-interaction effect. From a dataset of NCI-60 drug combinations with 297,098 pairs across 59 cell lines. (1) Drug 1: C1CCC(C1)C(CC#N)N2C=C(C=N2)C3=C4C=CNC4=NC=N3. Drug 2: C1CCC(CC1)NC(=O)N(CCCl)N=O. Cell line: SNB-19. Synergy scores: CSS=45.4, Synergy_ZIP=5.32, Synergy_Bliss=3.22, Synergy_Loewe=1.43, Synergy_HSA=0.844. (2) Drug 1: C1=C(C(=O)NC(=O)N1)N(CCCl)CCCl. Drug 2: C1CN(P(=O)(OC1)NCCCl)CCCl. Cell line: LOX IMVI. Synergy scores: CSS=34.8, Synergy_ZIP=-11.8, Synergy_Bliss=-3.17, Synergy_Loewe=-5.89, Synergy_HSA=-1.67. (3) Drug 1: CC1=C(C=C(C=C1)C(=O)NC2=CC(=CC(=C2)C(F)(F)F)N3C=C(N=C3)C)NC4=NC=CC(=N4)C5=CN=CC=C5. Drug 2: CCCCC(=O)OCC(=O)C1(CC(C2=C(C1)C(=C3C(=C2O)C(=O)C4=C(C3=O)C=CC=C4OC)O)OC5CC(C(C(O5)C)O)NC(=O)C(F)(F)F)O. Cell line: SW-620. Synergy scores: CSS=45.3, Synergy_ZIP=-0.866, Synergy_Bliss=-2.95, Synergy_Loewe=-4.41, Synergy_HSA=-1.03.